Predict the reaction yield, written as a fraction of the theoretical maximum amount of product (1.0 means a 100% yield; for example, 0.34 means a 34% yield). From a dataset of Reaction yield outcomes from USPTO patents with 853,638 reactions. (1) The reactants are C(OC([N:8]1[CH2:13][CH2:12][N:11]([CH2:14][CH2:15][C:16]2[C:24]3[C:19](=[CH:20][CH:21]=[CH:22][CH:23]=3)[NH:18][C:17]=2[CH3:25])[CH:10]([C:26]2[CH:31]=[CH:30][C:29](/[CH:32]=[CH:33]/[C:34](=[O:37])[NH:35][OH:36])=[CH:28][CH:27]=2)[CH2:9]1)=O)(C)(C)C.Cl. The catalyst is O1CCOCC1. The product is [OH:36][NH:35][C:34](=[O:37])/[CH:33]=[CH:32]/[C:29]1[CH:28]=[CH:27][C:26]([CH:10]2[CH2:9][NH:8][CH2:13][CH2:12][N:11]2[CH2:14][CH2:15][C:16]2[C:24]3[C:19](=[CH:20][CH:21]=[CH:22][CH:23]=3)[NH:18][C:17]=2[CH3:25])=[CH:31][CH:30]=1. The yield is 0.990. (2) The reactants are [F:1][C:2]1[C:7]2[O:8][C:9]([CH3:14])([CH3:13])[C:10](=O)[NH:11][C:6]=2[CH:5]=[C:4]([N+:15]([O-:17])=[O:16])[CH:3]=1.P12(SP3(SP(SP(S3)(S1)=S)(=S)S2)=S)=[S:19]. The catalyst is C1COCC1. The product is [F:1][C:2]1[C:7]2[O:8][C:9]([CH3:14])([CH3:13])[C:10](=[S:19])[NH:11][C:6]=2[CH:5]=[C:4]([N+:15]([O-:17])=[O:16])[CH:3]=1. The yield is 0.690.